Task: Predict the product of the given reaction.. Dataset: Forward reaction prediction with 1.9M reactions from USPTO patents (1976-2016) Given the reactants [CH3:1][C:2]1[CH:3]=[C:4]2[C:8](=[CH:9][CH:10]=1)[NH:7][CH:6]=[C:5]2/[CH:11]=[CH:12]/[C:13]([OH:15])=[O:14].[C:16](O[C:16]([O:18][C:19]([CH3:22])([CH3:21])[CH3:20])=[O:17])([O:18][C:19]([CH3:22])([CH3:21])[CH3:20])=[O:17], predict the reaction product. The product is: [C:19]([O:18][C:16]([N:7]1[C:8]2[C:4](=[CH:3][C:2]([CH3:1])=[CH:10][CH:9]=2)[C:5](/[CH:11]=[CH:12]/[C:13]([OH:15])=[O:14])=[CH:6]1)=[O:17])([CH3:22])([CH3:21])[CH3:20].